Dataset: Forward reaction prediction with 1.9M reactions from USPTO patents (1976-2016). Task: Predict the product of the given reaction. (1) The product is: [OH:25][C:3]12[C:14]3[C:19](=[CH:18][CH:17]=[CH:16][C:15]=3[N+:22]([O-:24])=[O:23])[C:20](=[O:21])[C:2]1([NH:1][C:26](=[O:30])[C:27](=[O:28])[CH3:29])[C:6]1[CH:7]=[CH:8][C:9]([CH:11]([CH3:12])[CH3:13])=[CH:10][C:5]=1[O:4]2. Given the reactants [NH2:1][C:2]12[C:20](=[O:21])[C:19]3[C:14](=[C:15]([N+:22]([O-:24])=[O:23])[CH:16]=[CH:17][CH:18]=3)[C:3]1([OH:25])[O:4][C:5]1[CH:10]=[C:9]([CH:11]([CH3:13])[CH3:12])[CH:8]=[CH:7][C:6]=12.[C:26](O)(=[O:30])[C:27]([CH3:29])=[O:28].P(Cl)(Cl)(Cl)=O, predict the reaction product. (2) Given the reactants [C:1]([NH:4]/[C:5](=[C:11](/[N:13]([CH3:15])C)\[CH3:12])/[C:6]([O:8][CH2:9][CH3:10])=[O:7])(=[O:3])[CH3:2].[CH:16]1(N)[CH2:20]C[CH2:18][CH2:17]1, predict the reaction product. The product is: [C:1]([NH:4]/[C:5](=[C:11](/[NH:13][CH:15]1[CH2:18][CH2:17][CH2:16][CH2:20]1)\[CH3:12])/[C:6]([O:8][CH2:9][CH3:10])=[O:7])(=[O:3])[CH3:2].